From a dataset of Full USPTO retrosynthesis dataset with 1.9M reactions from patents (1976-2016). Predict the reactants needed to synthesize the given product. (1) Given the product [NH2:1][C:2]1[C:3]2[C:13]([O:14][CH2:15][C@@H:16]3[C@@H:23]([OH:22])[C@@H:19]([OH:20])[CH:18]([OH:26])[O:17]3)=[CH:12][CH:11]=[CH:10][C:4]=2[NH:5][S:6](=[O:8])(=[O:9])[N:7]=1, predict the reactants needed to synthesize it. The reactants are: [NH2:1][C:2]1[C:3]2[C:13]([O:14][CH2:15][C@@H:16]3[C@@H:23]4[C@@H:19]([O:20]C(C)(C)[O:22]4)[C@H:18]([O:26]C)[O:17]3)=[CH:12][CH:11]=[CH:10][C:4]=2[NH:5][S:6](=[O:9])(=[O:8])[N:7]=1.FC(F)(F)C(O)=O. (2) Given the product [OH:27][CH2:28][CH:29]1[CH2:34][CH2:33][CH2:32][N:31]([C:16]2[CH:15]=[CH:14][C:13]3[NH:12][CH:11]=[C:10]4[C:25](=[O:26])[N:7]([C:1]5[CH:6]=[CH:5][CH:4]=[CH:3][CH:2]=5)[N:8]=[C:9]4[C:18]=3[N:17]=2)[CH2:30]1, predict the reactants needed to synthesize it. The reactants are: [C:1]1([N:7]2[C:25](=[O:26])[C:10]3=[CH:11][NH:12][C:13]4[CH:14]=[CH:15][C:16](N5CCNCC5)=[N:17][C:18]=4[C:9]3=[N:8]2)[CH:6]=[CH:5][CH:4]=[CH:3][CH:2]=1.[OH:27][CH2:28][CH:29]1[CH2:34][CH2:33][CH2:32][NH:31][CH2:30]1. (3) Given the product [ClH:12].[Cl:12][CH2:2][C:3]1[CH:4]=[CH:5][C:6]([CH3:9])=[N:7][CH:8]=1, predict the reactants needed to synthesize it. The reactants are: O[CH2:2][C:3]1[CH:4]=[CH:5][C:6]([CH3:9])=[N:7][CH:8]=1.O=S(Cl)[Cl:12].O. (4) Given the product [CH3:1][O:2][C:3]1[CH:8]=[CH:7][CH:6]=[CH:5][C:4]=1[C:9]1[CH:10]=[C:11]2[C:16](=[CH:17][CH:18]=1)[NH:15][C:14]([CH3:20])([CH3:19])[CH:13]=[C:12]2[CH2:21][NH:38][C:39]1[CH:44]=[CH:43][CH:42]=[CH:41][CH:40]=1, predict the reactants needed to synthesize it. The reactants are: [CH3:1][O:2][C:3]1[CH:8]=[CH:7][CH:6]=[CH:5][C:4]=1[C:9]1[CH:10]=[C:11]2[C:16](=[CH:17][CH:18]=1)[NH:15][C:14]([CH3:20])([CH3:19])[CH:13]=[C:12]2[CH2:21]SC1C=CC2C(=CC=CC=2)C=1.BrCC1[C:44]2[C:39](=[CH:40][CH:41]=[C:42](C3C=CC=CC=3OC)[CH:43]=2)[NH:38]C(C)(C)C=1.C(=O)([O-])[O-].[K+].[K+].C1C2C(=CC=CC=2)C=CC=1S. (5) The reactants are: [NH2:1][N:2]1[N:11]=[C:10]([N:12]2[CH2:17][CH2:16][O:15][CH2:14][CH2:13]2)[C:9]2[C:4](=[CH:5][CH:6]=[CH:7][CH:8]=2)[C:3]1=[O:18].[F:19][C:20]1[CH:25]=[CH:24][C:23]([CH2:26][C:27](O)=[O:28])=[CH:22][CH:21]=1. Given the product [F:19][C:20]1[CH:25]=[CH:24][C:23]([CH2:26][C:27]([NH:1][N:2]2[N:11]=[C:10]([N:12]3[CH2:17][CH2:16][O:15][CH2:14][CH2:13]3)[C:9]3[C:4](=[CH:5][CH:6]=[CH:7][CH:8]=3)[C:3]2=[O:18])=[O:28])=[CH:22][CH:21]=1, predict the reactants needed to synthesize it. (6) Given the product [C:12]([O:11][C:9](=[O:10])[N:17]([C@@H:18]([CH2:19][OH:20])[CH2:21][C:22]1[S:23][CH:24]=[CH:25][CH:26]=1)[CH3:16])([CH3:13])([CH3:14])[CH3:15], predict the reactants needed to synthesize it. The reactants are: [C:12]([O:11][C:9](O[C:9]([O:11][C:12]([CH3:15])([CH3:14])[CH3:13])=[O:10])=[O:10])([CH3:15])([CH3:14])[CH3:13].[CH3:16][NH:17][C@H:18]([CH2:21][C:22]1[S:23][CH:24]=[CH:25][CH:26]=1)[CH2:19][OH:20]. (7) The reactants are: Cl[C:2]1[C:3]2[S:10][C:9]([S:11][CH3:12])=[CH:8][C:4]=2[N:5]=[CH:6][N:7]=1.[F:13][C:14]1[CH:19]=[C:18]([N+:20]([O-:22])=[O:21])[CH:17]=[CH:16][C:15]=1[OH:23].C([O-])([O-])=O.[K+].[K+]. Given the product [F:13][C:14]1[CH:19]=[C:18]([N+:20]([O-:22])=[O:21])[CH:17]=[CH:16][C:15]=1[O:23][C:2]1[C:3]2[S:10][C:9]([S:11][CH3:12])=[CH:8][C:4]=2[N:5]=[CH:6][N:7]=1, predict the reactants needed to synthesize it.